From a dataset of Reaction yield outcomes from USPTO patents with 853,638 reactions. Predict the reaction yield, written as a fraction of the theoretical maximum amount of product (1.0 means a 100% yield; for example, 0.34 means a 34% yield). (1) The reactants are FC(F)(F)C(O)=O.[Cl:8][C:9]1[CH:38]=[CH:37][C:12]([CH2:13][N:14]([CH2:30][CH2:31][N:32]([CH2:35][CH3:36])[CH2:33][CH3:34])[C:15]([N:17]2[CH2:22][CH2:21][N:20](C(OC(C)(C)C)=O)[CH2:19][CH2:18]2)=[O:16])=[CH:11][CH:10]=1.C(N(CC)C(C)C)(C)C.Cl[C:49]1[C:50]2[C@H:57]([CH3:58])[CH2:56][CH:55]([OH:59])[C:51]=2[N:52]=[CH:53][N:54]=1. The catalyst is C(Cl)Cl.O. The product is [Cl:8][C:9]1[CH:10]=[CH:11][C:12]([CH2:13][N:14]([CH2:30][CH2:31][N:32]([CH2:33][CH3:34])[CH2:35][CH3:36])[C:15]([N:17]2[CH2:18][CH2:19][N:20]([C:49]3[C:50]4[C@H:57]([CH3:58])[CH2:56][CH:55]([OH:59])[C:51]=4[N:52]=[CH:53][N:54]=3)[CH2:21][CH2:22]2)=[O:16])=[CH:37][CH:38]=1. The yield is 0.210. (2) The reactants are C([O:8][C:9]1[CH:42]=[CH:41][C:12]([C:13]2[O:14][C:15]3[C:20]([C:21](=[O:40])[C:22]=2OC(CCCCC(OCC2C=CC=CC=2)=O)=O)=[CH:19][CH:18]=[CH:17][CH:16]=3)=[CH:11][CH:10]=1)C1C=CC=CC=1.[H][H]. The catalyst is C1COCC1.C(O)C.CC(O)=O.[OH-].[OH-].[Pd+2]. The product is [OH:8][C:9]1[CH:10]=[CH:11][C:12]([C:13]2[O:14][C:15]3[C:20]([C:21](=[O:40])[CH:22]=2)=[CH:19][CH:18]=[CH:17][CH:16]=3)=[CH:41][CH:42]=1. The yield is 0.550.